Dataset: Experimentally validated miRNA-target interactions with 360,000+ pairs, plus equal number of negative samples. Task: Binary Classification. Given a miRNA mature sequence and a target amino acid sequence, predict their likelihood of interaction. (1) The miRNA is hsa-miR-183-5p with sequence UAUGGCACUGGUAGAAUUCACU. The protein sequence of the target gene is MADGPRCKRRKQANPRRNNVTNYNTVVETNSDSDDEDKLHIVEEESVTDAADCEGVPEDDLPTDQTVLPGRSSEREGNAKNCWEDDRKEGQEILGPEAQADEAGCTVKDDECESDAENEQNHDPNVEEFLQQQDTAVIFPEAPEEDQRQGTPEASGHDENGTPDAFSQLLTCPYCDRGYKRFTSLKEHIKYRHEKNEDNFSCSLCSYTFAYRTQLERHMTSHKSGRDQRHVTQSGCNRKFKCTECGKAFKYKHHLKEHLRIHSGEKPYECPNCKKRFSHSGSYSSHISSKKCISLIPVNG.... Result: 1 (interaction). (2) The miRNA is dme-miR-9a-5p with sequence UCUUUGGUUAUCUAGCUGUAUGA. The protein sequence of the target gene is MALLGNFLCCLLVAWLCGPGLGVPLAPADRAPAVGQFWHVTDLHLDPTYHITDDRTKVCASSKGANASNPGPFGDVLCDSPYQLILSAFDFIKNSGQEASFMIWTGDSPPHVPVPELSTGTVIKVITNMTMTVQNLFPNLQVFPALGNHDYWPQDQLPIVTSKVYSAVADLWKPWLGEEAISTLKKGGFYSQKVASNPGLRIISLNTNLYYGPNIMTLNKTDPANQFEWLENTLNSSLWNKEKVYIIAHVPVGYLPYATDTPAIRQYYNEKLLDIFRRYSSVIAGQFYGHTHRDSLMVLS.... Result: 0 (no interaction). (3) The miRNA is hsa-miR-4753-3p with sequence UUCUCUUUCUUUAGCCUUGUGU. The protein sequence of the target gene is MAKVPDMFEDLKNCYSENEEDSSSIDHLSLNQKSFYHVSYGPLHEGCMDQSVSLSISETSKTSKLTFKESMVVVATNGKVLKKRRLSLSQSITDDDLEAIANDSEEEIIKPRSAPFSFLSNVKYNFMRIIKYEFILNDALNQSIIRANDQYLTAAALHNLDEAVKFDMGAYKSSKDDAKITVILRISKTQLYVTAQDEDQPVLLKEMPEIPKTITGSETNLLFFWETHGTKNYFTSVAHPNLFIATKQDYWVCLAGGPPSITDFQILENQA. Result: 0 (no interaction). (4) The miRNA is mmu-miR-1928 with sequence AGCUACAUUGCCAGCUC. The protein sequence of the target gene is MASGPGSQEREGLLIVKLEEDCAWSQELPPPDPGPSPEASHLRFRRFRFQEAAGPREALSRLQELCHGWLRPEMRTKEQILELLVLEQFLTILPQEIQSRVQELHPESGEEAVTLVEDMQRELGRLRQQVTNHGRGTEVLLEEPLPLETARESPSFKLEPMETERSPGPRLQELLGPSPQRDPQAVKERALSAPWLSLFPPEGNMEDKEMTGPQLPESLEDVAMYISQEEWGHQDPSKRALSRDTVQESYENVDSLESHIPSQEVPGTQVGQGGKLWDPSVQSCKEGLSPRGPAPGEEKF.... Result: 0 (no interaction). (5) The miRNA is hsa-miR-3679-5p with sequence UGAGGAUAUGGCAGGGAAGGGGA. The protein sequence of the target gene is MAASMFYGRLVAVATLRNHRPRTAQRAAAQVLGSSGLFNNHGLQVQQQQQRNLSLHEYMSMELLQEAGVSVPKGYVAKSPDEAYAIAKKLGSKDVVIKAQVLAGGRGKGTFESGLKGGVKIVFSPEEAKAVSSQMIGKKLFTKQTGEKGRICNQVLVCERKYPRREYYFAITMERSFQGPVLIGSSHGGVNIEDVAAESPEAIIKEPIDIEEGIKKEQALQLAQKMGFPPNIVESAAENMVKLYSLFLKYDATMIEINPMVEDSDGAVLCMDAKINFDSNSAYRQKKIFDLQDWTQEDER.... Result: 0 (no interaction).